This data is from NCI-60 drug combinations with 297,098 pairs across 59 cell lines. The task is: Regression. Given two drug SMILES strings and cell line genomic features, predict the synergy score measuring deviation from expected non-interaction effect. Drug 1: CCC1=CC2CC(C3=C(CN(C2)C1)C4=CC=CC=C4N3)(C5=C(C=C6C(=C5)C78CCN9C7C(C=CC9)(C(C(C8N6C)(C(=O)OC)O)OC(=O)C)CC)OC)C(=O)OC.C(C(C(=O)O)O)(C(=O)O)O. Drug 2: CC1CCC2CC(C(=CC=CC=CC(CC(C(=O)C(C(C(=CC(C(=O)CC(OC(=O)C3CCCCN3C(=O)C(=O)C1(O2)O)C(C)CC4CCC(C(C4)OC)OCCO)C)C)O)OC)C)C)C)OC. Cell line: M14. Synergy scores: CSS=33.7, Synergy_ZIP=4.95, Synergy_Bliss=9.03, Synergy_Loewe=1.83, Synergy_HSA=9.89.